Dataset: Buchwald-Hartwig C-N cross coupling reaction yields with 55,370 reactions. Task: Predict the reaction yield, written as a fraction of the theoretical maximum amount of product (1.0 means a 100% yield; for example, 0.34 means a 34% yield). (1) The reactants are Clc1cccnc1.Cc1ccc(N)cc1.O=S(=O)(O[Pd]1c2ccccc2-c2ccccc2N~1)C(F)(F)F.COc1ccc(OC)c(P([C@]23C[C@H]4C[C@H](C[C@H](C4)C2)C3)[C@]23C[C@H]4C[C@H](C[C@H](C4)C2)C3)c1-c1c(C(C)C)cc(C(C)C)cc1C(C)C.CN1CCCN2CCCN=C12.Cc1ccon1. No catalyst specified. The product is Cc1ccc(Nc2cccnc2)cc1. The yield is 0.0997. (2) The reactants are Clc1ccccn1.Cc1ccc(N)cc1.O=S(=O)(O[Pd]1c2ccccc2-c2ccccc2N~1)C(F)(F)F.CC(C)c1cc(C(C)C)c(-c2ccccc2P(C2CCCCC2)C2CCCCC2)c(C(C)C)c1.CN1CCCN2CCCN=C12.c1ccc(-c2cnoc2)cc1. No catalyst specified. The product is Cc1ccc(Nc2ccccn2)cc1. The yield is 0.157. (3) The reactants are Clc1cccnc1.Cc1ccc(N)cc1.O=S(=O)(O[Pd]1c2ccccc2-c2ccccc2N~1)C(F)(F)F.CC(C)c1cc(C(C)C)c(-c2ccccc2P(C(C)(C)C)C(C)(C)C)c(C(C)C)c1.CN(C)C(=NC(C)(C)C)N(C)C.Cc1cc(-c2ccccc2)on1. No catalyst specified. The product is Cc1ccc(Nc2cccnc2)cc1. The yield is 0.330. (4) The reactants are CCc1ccc(I)cc1.Cc1ccc(N)cc1.O=S(=O)(O[Pd]1c2ccccc2-c2ccccc2N~1)C(F)(F)F.COc1ccc(OC)c(P(C(C)(C)C)C(C)(C)C)c1-c1c(C(C)C)cc(C(C)C)cc1C(C)C.CN1CCCN2CCCN=C12.c1ccc(-c2ccon2)cc1. No catalyst specified. The product is CCc1ccc(Nc2ccc(C)cc2)cc1. The yield is 0.781. (5) The reactants are FC(F)(F)c1ccc(Br)cc1.Cc1ccc(N)cc1.O=S(=O)(O[Pd]1c2ccccc2-c2ccccc2N~1)C(F)(F)F.COc1ccc(OC)c(P(C(C)(C)C)C(C)(C)C)c1-c1c(C(C)C)cc(C(C)C)cc1C(C)C.CCN=P(N=P(N(C)C)(N(C)C)N(C)C)(N(C)C)N(C)C.c1ccc(-c2cnoc2)cc1. No catalyst specified. The product is Cc1ccc(Nc2ccc(C(F)(F)F)cc2)cc1. The yield is 0.132. (6) The reactants are COc1ccc(Cl)cc1.Cc1ccc(N)cc1.O=S(=O)(O[Pd]1c2ccccc2-c2ccccc2N~1)C(F)(F)F.CC(C)c1cc(C(C)C)c(-c2ccccc2P(C2CCCCC2)C2CCCCC2)c(C(C)C)c1.CN(C)C(=NC(C)(C)C)N(C)C.CCOC(=O)c1ccon1. No catalyst specified. The product is COc1ccc(Nc2ccc(C)cc2)cc1. The yield is 0.00427.